This data is from Catalyst prediction with 721,799 reactions and 888 catalyst types from USPTO. The task is: Predict which catalyst facilitates the given reaction. (1) Reactant: C([O:5][C:6]([CH:8]1[CH:12]([C:13]2[CH:18]=[CH:17][CH:16]=[C:15]([Cl:19])[C:14]=2[F:20])[C:11]([C:23]2[CH:28]=[CH:27][C:26]([Cl:29])=[CH:25][C:24]=2[CH3:30])([C:21]#[N:22])[CH:10]([CH2:31][C:32]([CH3:35])([CH3:34])[CH3:33])[NH:9]1)=[O:7])(C)(C)C.[F:36][C:37]([F:42])([F:41])[C:38]([OH:40])=[O:39]. The catalyst class is: 4. Product: [F:36][C:37]([F:42])([F:41])[C:38]([OH:40])=[O:39].[Cl:19][C:15]1[C:14]([F:20])=[C:13]([CH:12]2[C:11]([C:23]3[CH:28]=[CH:27][C:26]([Cl:29])=[CH:25][C:24]=3[CH3:30])([C:21]#[N:22])[CH:10]([CH2:31][C:32]([CH3:34])([CH3:35])[CH3:33])[NH:9][CH:8]2[C:6]([OH:7])=[O:5])[CH:18]=[CH:17][CH:16]=1. (2) Reactant: C1(Cl)C(=O)C(Cl)=C(Cl)C(=O)C=1Cl.[CH2:13]([C:16]1[C:37]2[CH2:36][C:35]3[C:22](=[C:23]([CH2:53][CH2:54][CH3:55])[C:24]4[C:33]([C:34]=3[CH2:38][CH2:39][CH3:40])=[CH:32][C:31]3[C:26](=[C:27]([CH2:50][CH2:51][CH3:52])[C:28]([CH2:47][CH2:48][CH3:49])=[C:29]([CH2:44][CH2:45][CH3:46])[C:30]=3[CH2:41][CH2:42][CH3:43])[CH:25]=4)[CH2:21][C:20]=2[C:19]([CH2:56][CH2:57][CH3:58])=[C:18]([C:59]([O:61][CH3:62])=[O:60])[C:17]=1[C:63]([O:65][CH3:66])=[O:64])[CH2:14][CH3:15]. Product: [CH2:13]([C:16]1[C:37]2[C:20](=[CH:21][C:22]3[C:35]([CH:36]=2)=[C:34]([CH2:38][CH2:39][CH3:40])[C:33]2[C:24](=[CH:25][C:26]4[C:31]([CH:32]=2)=[C:30]([CH2:41][CH2:42][CH3:43])[C:29]([CH2:44][CH2:45][CH3:46])=[C:28]([CH2:47][CH2:48][CH3:49])[C:27]=4[CH2:50][CH2:51][CH3:52])[C:23]=3[CH2:53][CH2:54][CH3:55])[C:19]([CH2:56][CH2:57][CH3:58])=[C:18]([C:59]([O:61][CH3:62])=[O:60])[C:17]=1[C:63]([O:65][CH3:66])=[O:64])[CH2:14][CH3:15]. The catalyst class is: 48. (3) Reactant: [CH3:1][C:2]1[CH:3]=[C:4]2[CH:10]=[CH:9][N:8]([S:11]([C:14]3[CH:20]=[CH:19][C:17]([CH3:18])=[CH:16][CH:15]=3)(=[O:13])=[O:12])[C:5]2=[N:6][CH:7]=1.[Br:21]Br. Product: [Br:21][C:10]1[C:4]2[C:5](=[N:6][CH:7]=[C:2]([CH3:1])[CH:3]=2)[N:8]([S:11]([C:14]2[CH:20]=[CH:19][C:17]([CH3:18])=[CH:16][CH:15]=2)(=[O:13])=[O:12])[CH:9]=1. The catalyst class is: 4. (4) The catalyst class is: 2. Reactant: [N:1]1([CH:7]2[CH2:12][CH2:11][CH:10]([O:13][C:14]3[N:15]=[CH:16][N:17]=[C:18]4[C:25]=3[C:24]3[CH:23]([CH2:26]O)[CH2:22][CH2:21][C:20]=3[S:19]4)[CH2:9][CH2:8]2)[CH2:6][CH2:5][O:4][CH2:3][CH2:2]1.N1C=CN=C1.C1C=CC(P(C2C=CC=CC=2)C2C=CC=CC=2)=CC=1.[I:52]I. Product: [I:52][CH2:26][CH:23]1[CH2:22][CH2:21][C:20]2[S:19][C:18]3[C:25](=[C:14]([O:13][CH:10]4[CH2:11][CH2:12][CH:7]([N:1]5[CH2:6][CH2:5][O:4][CH2:3][CH2:2]5)[CH2:8][CH2:9]4)[N:15]=[CH:16][N:17]=3)[C:24]1=2. (5) Reactant: C(N(CC)CC)C.[F:8][C:9]1[CH:10]=[C:11]([CH:15]=[CH:16][C:17]=1[O:18][CH3:19])[C:12](Cl)=[O:13].Cl.[CH2:21]([CH:28]1[CH2:33][CH2:32][CH2:31][NH:30][CH2:29]1)[C:22]1[CH:27]=[CH:26][CH:25]=[CH:24][CH:23]=1.O. Product: [CH2:21]([CH:28]1[CH2:33][CH2:32][CH2:31][N:30]([C:12]([C:11]2[CH:15]=[CH:16][C:17]([O:18][CH3:19])=[C:9]([F:8])[CH:10]=2)=[O:13])[CH2:29]1)[C:22]1[CH:27]=[CH:26][CH:25]=[CH:24][CH:23]=1. The catalyst class is: 2.